Predict the reactants needed to synthesize the given product. From a dataset of Full USPTO retrosynthesis dataset with 1.9M reactions from patents (1976-2016). (1) Given the product [Br:1][C:2]1[CH:3]=[C:4]2[C:10]([C:11]3[N:15]([CH2:32][O:31][CH2:30][CH2:29][Si:26]([CH3:28])([CH3:27])[CH3:25])[C:14]4[CH:16]=[CH:17][CH:18]=[C:19]([CH2:20][O:21][CH3:22])[C:13]=4[N:12]=3)=[N:9][N:8]([CH2:32][O:31][CH2:30][CH2:29][Si:26]([CH3:28])([CH3:27])[CH3:25])[C:5]2=[N:6][CH:7]=1, predict the reactants needed to synthesize it. The reactants are: [Br:1][C:2]1[CH:3]=[C:4]2[C:10]([C:11]3[NH:15][C:14]4[CH:16]=[CH:17][CH:18]=[C:19]([CH2:20][O:21][CH3:22])[C:13]=4[N:12]=3)=[N:9][NH:8][C:5]2=[N:6][CH:7]=1.[H-].[Na+].[CH3:25][Si:26]([CH2:29][CH2:30][O:31][CH2:32]Cl)([CH3:28])[CH3:27]. (2) The reactants are: [NH2:1][C:2]1[CH:7]=[C:6]([N+:8]([O-:10])=[O:9])[CH:5]=[CH:4][C:3]=1[OH:11].[Br:12][C:13]1[CH:21]=[CH:20][C:16]([C:17](Cl)=O)=[CH:15][CH:14]=1.[OH-].[Na+]. Given the product [Br:12][C:13]1[CH:21]=[CH:20][C:16]([C:17]2[O:11][C:3]3[CH:4]=[CH:5][C:6]([N+:8]([O-:10])=[O:9])=[CH:7][C:2]=3[N:1]=2)=[CH:15][CH:14]=1, predict the reactants needed to synthesize it.